The task is: Predict the reaction yield, written as a fraction of the theoretical maximum amount of product (1.0 means a 100% yield; for example, 0.34 means a 34% yield).. This data is from Reaction yield outcomes from USPTO patents with 853,638 reactions. (1) The reactants are [O:1]1[CH2:3][C@@H:2]1[C@@H:4]([NH:12][C:13](=[O:19])[O:14][C:15]([CH3:18])([CH3:17])[CH3:16])[CH2:5][C:6]1[CH:11]=[CH:10][CH:9]=[CH:8][CH:7]=1.[NH3:20]. The catalyst is CO. The product is [NH2:20][CH2:3][C@@H:2]([OH:1])[C@@H:4]([NH:12][C:13](=[O:19])[O:14][C:15]([CH3:18])([CH3:17])[CH3:16])[CH2:5][C:6]1[CH:11]=[CH:10][CH:9]=[CH:8][CH:7]=1. The yield is 0.950. (2) The reactants are I[C:2]1[CH:12]=[CH:11][C:5]2[N:6]=[C:7]([S:9][CH3:10])[S:8][C:4]=2[CH:3]=1.[CH2:13]([OH:16])[CH:14]=[CH2:15].C1(C)C=CC=CC=1P(C1C=CC=CC=1C)C1C=CC=CC=1C.C([O-])(O)=O.[Na+]. The catalyst is CN(C=O)C.CC([O-])=O.CC([O-])=O.[Pd+2].O. The product is [CH3:10][S:9][C:7]1[S:8][C:4]2[CH:3]=[C:2]([CH2:15][CH2:14][CH:13]=[O:16])[CH:12]=[CH:11][C:5]=2[N:6]=1. The yield is 0.520. (3) The reactants are ClC1C=C([C:9]2[N:13]3[C:14]4[N:22]=[C:21]([O:23][CH3:24])[CH:20]=[CH:19][C:15]=4[N:16]=[C:17]([CH3:18])[C:12]3=[C:11]([CH3:25])[N:10]=2)C=C(Cl)C=1.O1CCOC[CH2:27]1.[Cl:32][C:33]1[CH:38]=[CH:37][CH:36]=[CH:35][C:34]=1B(O)O.C(=O)([O-])[O-].[K+].[K+]. The catalyst is C1C=CC([P]([Pd]([P](C2C=CC=CC=2)(C2C=CC=CC=2)C2C=CC=CC=2)([P](C2C=CC=CC=2)(C2C=CC=CC=2)C2C=CC=CC=2)[P](C2C=CC=CC=2)(C2C=CC=CC=2)C2C=CC=CC=2)(C2C=CC=CC=2)C2C=CC=CC=2)=CC=1.O. The product is [Cl:32][C:33]1[CH:38]=[C:37]([CH3:27])[CH:36]=[CH:35][C:34]=1[C:9]1[N:13]2[C:14]3[N:22]=[C:21]([O:23][CH3:24])[CH:20]=[CH:19][C:15]=3[N:16]=[C:17]([CH3:18])[C:12]2=[C:11]([CH3:25])[N:10]=1. The yield is 0.440. (4) The reactants are [CH3:1][N:2]1[C:6]2=[C:7]3[CH:13]=[C:12]([C:14]4[CH:15]=[C:16]([CH:20]=[CH:21][CH:22]=4)[C:17]([OH:19])=O)[N:11]([S:23]([C:26]4[CH:32]=[CH:31][C:29]([CH3:30])=[CH:28][CH:27]=4)(=[O:25])=[O:24])[C:8]3=[N:9][CH:10]=[C:5]2[CH:4]=[N:3]1.CCN(C(C)C)C(C)C.CN(C(ON1N=NC2C=CC=NC1=2)=[N+](C)C)C.F[P-](F)(F)(F)(F)F.[O:66]1[CH2:71][CH2:70][N:69]([CH2:72][CH2:73][NH2:74])[CH2:68][CH2:67]1. The catalyst is CCOC(C)=O.CN(C=O)C. The product is [CH3:1][N:2]1[C:6]2=[C:7]3[CH:13]=[C:12]([C:14]4[CH:15]=[C:16]([CH:20]=[CH:21][CH:22]=4)[C:17]([NH:74][CH2:73][CH2:72][N:69]4[CH2:70][CH2:71][O:66][CH2:67][CH2:68]4)=[O:19])[N:11]([S:23]([C:26]4[CH:32]=[CH:31][C:29]([CH3:30])=[CH:28][CH:27]=4)(=[O:24])=[O:25])[C:8]3=[N:9][CH:10]=[C:5]2[CH:4]=[N:3]1. The yield is 0.980. (5) The reactants are [NH2:1][C:2]1[CH:7]=[C:6]([S:8]([CH2:11][CH3:12])(=[O:10])=[O:9])[CH:5]=[CH:4][C:3]=1[OH:13].[CH3:14][C:15]1[S:19][C:18]([CH:20]=O)=[CH:17][CH:16]=1.C([O-])(=O)C.C([O-])(=O)C.C([O-])(=O)C.C([O-])(=O)C.[Pb+4]. The yield is 0.00300. The catalyst is C(O)C. The product is [CH2:11]([S:8]([C:6]1[CH:5]=[CH:4][C:3]2[O:13][C:20]([C:18]3[S:19][C:15]([CH3:14])=[CH:16][CH:17]=3)=[N:1][C:2]=2[CH:7]=1)(=[O:10])=[O:9])[CH3:12].